This data is from Human Reference Interactome with 51,813 positive PPI pairs across 8,248 proteins, plus equal number of experimentally-validated negative pairs. The task is: Binary Classification. Given two protein amino acid sequences, predict whether they physically interact or not. (1) Protein 1 (ENSG00000176340) has sequence MSVLTPLLLRGLTGSARRLPVPRAKIHSLPPEGKLGIMELAVGLTSCFVTFLLPAGWILSHLETYRRPE*. Protein 2 (ENSG00000185418) has sequence MAAEALAAEAVASRLERQEEDIRWLWSEVERLRDEQLNAPYSCQAEGPCLTREVAQLRAENCDLRHRLCSLRLCLAEERSRQATLESAELEAAQEAGAQPPPSQSQDKDMKKKKMKESEADSEVKHQPIFIKERLKLFEILKKDHQLLLAIYGKKGDTSNIITVRVADGQTVQGEVWKTTPYQVAAEISQELAESTVIAKVNGELWDLDRPLEGDSSLELLTFDNEEAQAVYWHSSAHILGEAMELYYGGHLCYGPPIENGFYYDMFIEDRAVSSTELSALENICKAIIKEKQPFERLEV.... Result: 0 (the proteins do not interact). (2) Protein 1 (ENSG00000063015) has sequence MRPVALLLLPSLLALLAHGLSLEAPTVGKGQAPGIEETDGELTAAPTPEQPERGVHFVTTAPTLKLLNHHPLLEEFLQEGLEKGDEELRPALPFQPDPPAPFTPSPLPRLANQDSRPVFTSPTPAMAAVPTQPQSKEGPWSPESESPMLRITAPLPPGPSMAVPTLGPGEIASTTPPSRAWTPTQEGPGDMGRPWVAEVVSQGAGIGIQGTITSSTASGDDEETTTTTTIITTTITTVQTPGPCSWNFSGPEGSLDSPTDLSSPTDVGLDCFFYISVYPGYGVEIKVQNISLREGETVTV.... Protein 2 (ENSG00000161929) has sequence MDTFTVQDSTAMSWWRNNFWIILAVAIIVVSVGLGLILYCVCKKWEIAKPLKHKQVDEEKMYENVLNESPVQLPPLPPRNWPSLEDSSPQEAPSQPPATYSLVNKVKNKKTVSIPSYIEPEDDYDDVEIPANTEKASF*MDTFTVQDSTAMSWWRNNFWIILAVAIIVVSVGLGLILYCVCKWQLRRGKKWEIAKPLKHKQVDEEKMYENVLNESPVQLPPLPPRNWPSLEDSSPQEAPSQPPATYSLVNKVKNKKTVSIPSYIEPEDDYDDVEIPANTEKASF*MDTFTVQDSTAMSWW.... Result: 0 (the proteins do not interact). (3) Protein 1 (ENSG00000065600) has sequence MIRQERSTSYQELSEELVQVVENSELADEQDKETVRVQGPGILPGLDSESASSSIRFSKACLKNVFSVLLIFIYLLLMAVAVFLVYRTITDFREKLKHPVMSVSYKEVDRYDAPGIALYPGQAQLLSCKHHYEVIPPLTSPGQPGDMNCTTQRINYTDPFSNQTVKSALIVQGPREVKKRELVFLQFRLNKSSEDFSAIDYLLFSSFQEFLQSPNRVGFMQACESAYSSWKFSGGFRTWVKMSLVKTKEEDGREAVEFRQETSVVNYIDQRPAAKKSAQLFFVVFEWKDPFIQKVQDIVT.... Protein 2 (ENSG00000112983) has sequence MATGTGKHKLLSTGPTEPWSIREKLCLASSVMRSGDQNWVSVSRAIKPFAEPGRPPDWFSQKHCASQYSELLETTETPKRKRGEKGEVVETVEDVIVRKLTAERVEELKKVIKETQERYRRLKRDAELIQAGHMDSRLDELCNDIATKKKLEEEEAEVKRKATDAAYQARQAVKTPPRRLPTVMVRSPIDSASPGGDYPLGDLTPTTMEEATSGVTPGTLPSTPVTSFPGIPDTLPPGSAPLEAPMTPVTDDSPQKKMLGQKATPPPSPLLSELLKKGSLLPTSPRLVNESEMAVASGHL.... Result: 0 (the proteins do not interact).